This data is from NCI-60 drug combinations with 297,098 pairs across 59 cell lines. The task is: Regression. Given two drug SMILES strings and cell line genomic features, predict the synergy score measuring deviation from expected non-interaction effect. (1) Drug 1: CN(C)C1=NC(=NC(=N1)N(C)C)N(C)C. Drug 2: CC(C)(C#N)C1=CC(=CC(=C1)CN2C=NC=N2)C(C)(C)C#N. Cell line: OVCAR-4. Synergy scores: CSS=-1.52, Synergy_ZIP=1.02, Synergy_Bliss=-2.04, Synergy_Loewe=-3.34, Synergy_HSA=-5.35. (2) Drug 1: C1=NC2=C(N1)C(=S)N=C(N2)N. Drug 2: CC1CCC2CC(C(=CC=CC=CC(CC(C(=O)C(C(C(=CC(C(=O)CC(OC(=O)C3CCCCN3C(=O)C(=O)C1(O2)O)C(C)CC4CCC(C(C4)OC)OCCO)C)C)O)OC)C)C)C)OC. Cell line: OVCAR-8. Synergy scores: CSS=40.0, Synergy_ZIP=-2.87, Synergy_Bliss=-3.64, Synergy_Loewe=-2.17, Synergy_HSA=0.552. (3) Drug 1: CC12CCC3C(C1CCC2=O)CC(=C)C4=CC(=O)C=CC34C. Drug 2: C1=C(C(=O)NC(=O)N1)F. Cell line: SR. Synergy scores: CSS=60.1, Synergy_ZIP=-4.79, Synergy_Bliss=-10.3, Synergy_Loewe=-9.93, Synergy_HSA=-9.39. (4) Drug 1: CCCCCOC(=O)NC1=NC(=O)N(C=C1F)C2C(C(C(O2)C)O)O. Drug 2: CCN(CC)CCNC(=O)C1=C(NC(=C1C)C=C2C3=C(C=CC(=C3)F)NC2=O)C. Cell line: MOLT-4. Synergy scores: CSS=-5.02, Synergy_ZIP=-2.18, Synergy_Bliss=-11.3, Synergy_Loewe=-21.8, Synergy_HSA=-11.8. (5) Drug 1: CC1=CC2C(CCC3(C2CCC3(C(=O)C)OC(=O)C)C)C4(C1=CC(=O)CC4)C. Drug 2: CNC(=O)C1=NC=CC(=C1)OC2=CC=C(C=C2)NC(=O)NC3=CC(=C(C=C3)Cl)C(F)(F)F. Cell line: U251. Synergy scores: CSS=19.7, Synergy_ZIP=0.641, Synergy_Bliss=0.380, Synergy_Loewe=-0.386, Synergy_HSA=-0.336. (6) Drug 1: CS(=O)(=O)OCCCCOS(=O)(=O)C. Drug 2: C(CN)CNCCSP(=O)(O)O. Cell line: SN12C. Synergy scores: CSS=3.40, Synergy_ZIP=-1.44, Synergy_Bliss=1.25, Synergy_Loewe=-7.03, Synergy_HSA=-2.57. (7) Drug 1: CCC1=CC2CC(C3=C(CN(C2)C1)C4=CC=CC=C4N3)(C5=C(C=C6C(=C5)C78CCN9C7C(C=CC9)(C(C(C8N6C)(C(=O)OC)O)OC(=O)C)CC)OC)C(=O)OC.C(C(C(=O)O)O)(C(=O)O)O. Drug 2: CC1CCC2CC(C(=CC=CC=CC(CC(C(=O)C(C(C(=CC(C(=O)CC(OC(=O)C3CCCCN3C(=O)C(=O)C1(O2)O)C(C)CC4CCC(C(C4)OC)OCCO)C)C)O)OC)C)C)C)OC. Cell line: SK-OV-3. Synergy scores: CSS=54.9, Synergy_ZIP=-1.25, Synergy_Bliss=-0.459, Synergy_Loewe=2.94, Synergy_HSA=4.24. (8) Drug 1: C1=NC(=NC(=O)N1C2C(C(C(O2)CO)O)O)N. Drug 2: CC1C(C(CC(O1)OC2CC(CC3=C2C(=C4C(=C3O)C(=O)C5=C(C4=O)C(=CC=C5)OC)O)(C(=O)CO)O)N)O.Cl. Cell line: M14. Synergy scores: CSS=44.7, Synergy_ZIP=-9.02, Synergy_Bliss=-3.56, Synergy_Loewe=-2.06, Synergy_HSA=-0.747.